This data is from Forward reaction prediction with 1.9M reactions from USPTO patents (1976-2016). The task is: Predict the product of the given reaction. (1) Given the reactants [CH3:1][N:2]1[C:10](=[O:11])[C:9]2[NH:8][C:7]([CH2:12][C:13]3[CH:14]=[C:15]([CH:18]=[CH:19][CH:20]=3)[C:16]#N)=[N:6][C:5]=2[N:4]([CH3:21])[C:3]1=[O:22].S(=O)(=O)(O)O.[OH2:28].[CH2:29]([OH:31])[CH3:30], predict the reaction product. The product is: [CH3:1][N:2]1[C:10](=[O:11])[C:9]2[NH:8][C:7]([CH2:12][C:13]3[CH:14]=[C:15]([CH:18]=[CH:19][CH:20]=3)[C:16]([O:31][CH2:29][CH3:30])=[O:28])=[N:6][C:5]=2[N:4]([CH3:21])[C:3]1=[O:22]. (2) Given the reactants [CH3:1][O:2][C:3]1[CH:4]=[CH:5][C:6]([CH:9]=[O:10])=[CH:7][CH:8]=1.C(O)(=O)C.[S:15](=[O:19])(=[O:18])([OH:17])[OH:16], predict the reaction product. The product is: [CH3:1][O:2][C:3]1[CH:8]=[CH:7][C:6]([CH:9]=[O:10])=[CH:5][CH:4]=1.[S:15](=[O:17])(=[O:16])([OH:19])[OH:18].